Dataset: Blood-brain barrier permeability classification from the B3DB database. Task: Regression/Classification. Given a drug SMILES string, predict its absorption, distribution, metabolism, or excretion properties. Task type varies by dataset: regression for continuous measurements (e.g., permeability, clearance, half-life) or binary classification for categorical outcomes (e.g., BBB penetration, CYP inhibition). Dataset: b3db_classification. (1) The drug is CN1C[C@@H]2c3cc(Cl)ccc3Oc3ccccc3[C@@H]2C1. The result is 1 (penetrates BBB). (2) The drug is CC[C@]1(c2ccc(N)cc2)CCC(=O)NC1=O. The result is 1 (penetrates BBB). (3) The compound is CC(=O)OCC(=O)[C@@]1(O)[C@@H](C)C[C@H]2[C@@H]3CCC4=CC(=O)C=C[C@]4(C)[C@@]3(F)[C@@H](O)C[C@@]21C. The result is 1 (penetrates BBB). (4) The compound is Cc1nnc(SCC2=C(C(=O)O)N3C(=O)C(NC(=O)Cn4cnnn4)C3SC2)s1. The result is 0 (does not penetrate BBB).